This data is from Reaction yield outcomes from USPTO patents with 853,638 reactions. The task is: Predict the reaction yield, written as a fraction of the theoretical maximum amount of product (1.0 means a 100% yield; for example, 0.34 means a 34% yield). (1) The yield is 0.690. The reactants are [C:1]1([N:7]2[CH2:12][CH2:11][NH:10][CH2:9][CH2:8]2)[CH:6]=[CH:5][CH:4]=[CH:3][CH:2]=1.C(O[C:16](=[C:18]([C:21]#[N:22])[C:19]#[N:20])[CH3:17])C. The catalyst is C(O)C. The product is [C:1]1([N:7]2[CH2:12][CH2:11][N:10]([C:16](=[C:18]([C:21]#[N:22])[C:19]#[N:20])[CH3:17])[CH2:9][CH2:8]2)[CH:6]=[CH:5][CH:4]=[CH:3][CH:2]=1. (2) The yield is 0.833. The product is [CH3:2][N:3]1[C:8]([CH3:10])([CH3:9])[CH2:7][C:6](=[N:15][OH:16])[CH2:5][C:4]1([CH3:13])[CH3:12]. The catalyst is O. The reactants are I.[CH3:2][N:3]1[C:8]([CH3:10])([CH3:9])[CH2:7][C:6](=O)[CH2:5][C:4]1([CH3:13])[CH3:12].Cl.[NH2:15][OH:16].[OH-].[Na+]. (3) The reactants are ClC(Cl)(Cl)C[O:4][C:5]([C@@H:7]1[CH2:12][CH2:11][CH2:10][N:9]([C:13](=[O:24])[C@@H:14]([NH:16][C:17](=[O:23])[C@@H:18]([OH:22])[CH:19]([CH3:21])[CH3:20])[CH3:15])[NH:8]1)=[O:6].C([O-])(=O)C.[NH4+]. The catalyst is O1CCCC1.O.[Zn]. The product is [OH:22][C@@H:18]([CH:19]([CH3:21])[CH3:20])[C:17]([NH:16][C@@H:14]([CH3:15])[C:13]([N:9]1[CH2:10][CH2:11][CH2:12][C@@H:7]([C:5]([OH:6])=[O:4])[NH:8]1)=[O:24])=[O:23]. The yield is 0.990. (4) The reactants are [C:1]([N:5]([C:27](=[O:36])[C:28]1[CH:33]=[C:32]([CH3:34])[CH:31]=[C:30]([CH3:35])[CH:29]=1)[NH:6][C:7](=[O:26])[C:8]1[CH:13]=[CH:12][C:11]([B:14]2[O:18][C:17]([CH3:20])([CH3:19])[C:16]([CH3:22])([CH3:21])[O:15]2)=[C:10]([N+:23]([O-])=O)[CH:9]=1)([CH3:4])([CH3:3])[CH3:2]. The catalyst is [Ni].CO. The product is [NH2:23][C:10]1[CH:9]=[C:8]([CH:13]=[CH:12][C:11]=1[B:14]1[O:18][C:17]([CH3:20])([CH3:19])[C:16]([CH3:22])([CH3:21])[O:15]1)[C:7]([NH:6][N:5]([C:1]([CH3:4])([CH3:3])[CH3:2])[C:27](=[O:36])[C:28]1[CH:29]=[C:30]([CH3:35])[CH:31]=[C:32]([CH3:34])[CH:33]=1)=[O:26]. The yield is 0.980. (5) The reactants are [NH2:1][C:2]1[C:3]([O:16]C)=[C:4]([C:8]2[CH:9]=[C:10]([C:13]([OH:15])=[O:14])[O:11][CH:12]=2)[CH:5]=[CH:6][CH:7]=1.B(Br)(Br)[Br:19].CO. The catalyst is ClCCl. The product is [BrH:19].[NH2:1][C:2]1[C:3]([OH:16])=[C:4]([C:8]2[CH:9]=[C:10]([C:13]([OH:15])=[O:14])[O:11][CH:12]=2)[CH:5]=[CH:6][CH:7]=1. The yield is 0.571. (6) The product is [CH2:1]([O:3][C:4](=[O:26])[C:5]1[CH:10]=[CH:9][C:8]([O:11][C:12]2[CH:17]=[CH:16][C:15]([Br:18])=[C:14]([CH:19]=[O:20])[CH:13]=2)=[CH:7][C:6]=1[O:24][CH3:25])[CH3:2]. The reactants are [CH2:1]([O:3][C:4](=[O:26])[C:5]1[CH:10]=[CH:9][C:8]([O:11][C:12]2[CH:17]=[CH:16][C:15]([Br:18])=[C:14]([CH:19]3OCC[O:20]3)[CH:13]=2)=[CH:7][C:6]=1[O:24][CH3:25])[CH3:2].Cl. The catalyst is C1COCC1.CCOC(C)=O. The yield is 0.600. (7) The catalyst is ClCCl. The product is [Br:22][CH2:5][C@H:4]([CH3:7])[C@H:3]([C:8]1[CH:13]=[CH:12][CH:11]=[C:10]([O:14][CH2:15][C:16]2[CH:21]=[CH:20][CH:19]=[CH:18][CH:17]=2)[CH:9]=1)[CH2:1][CH3:2]. The yield is 0.870. The reactants are [CH2:1]([C@@H:3]([C:8]1[CH:13]=[CH:12][CH:11]=[C:10]([O:14][CH2:15][C:16]2[CH:21]=[CH:20][CH:19]=[CH:18][CH:17]=2)[CH:9]=1)[C@@H:4]([CH3:7])[CH2:5]O)[CH3:2].[BrH:22].O. (8) The reactants are [F:1][C:2]([F:7])([F:6])[C:3]([CH3:5])=O.[Cl:8][C:9]1[C:10](=[N:15][NH2:16])[NH:11][CH:12]=[CH:13][CH:14]=1. No catalyst specified. The product is [F:1][C:2]([F:7])([F:6])[C:3](=[N:16][N:15]=[C:10]1[C:9]([Cl:8])=[CH:14][CH:13]=[CH:12][NH:11]1)[CH3:5]. The yield is 0.660.